Dataset: HIV replication inhibition screening data with 41,000+ compounds from the AIDS Antiviral Screen. Task: Binary Classification. Given a drug SMILES string, predict its activity (active/inactive) in a high-throughput screening assay against a specified biological target. (1) The drug is CC12CC(CC1=NO)C(C)(C)C2. The result is 0 (inactive). (2) The compound is ClC1=NSSC1(Cl)Cl. The result is 0 (inactive). (3) The molecule is CCOC(=O)c1c(NS(=O)(=O)c2ccc(Br)cc2)sc2c1CCCC2. The result is 0 (inactive). (4) The drug is Cl.Cn1cc(C(=O)NCCC(=N)N)cc1NC(=O)C1=[N+](C)C=C(NC(=O)c2cccc(C(=O)NC3=CC(C(=O)Nc4cc(C(=O)NCCC(=N)N)cn4C)=[N+](C)C3)c2)C1. The result is 1 (active). (5) The molecule is Cl.O=C(CCCN1CCC(OC(=O)C(O)(c2ccccc2)C2CCCC2)CC1)c1ccccc1. The result is 0 (inactive). (6) The compound is CC(Oc1ccc(OCC2CCCCC2)cc1)C(N)=O. The result is 0 (inactive). (7) The molecule is Cc1ccccc1N1C(=O)CC2(CCCC2)C1=O. The result is 0 (inactive).